From a dataset of Rat liver microsome stability data. Regression/Classification. Given a drug SMILES string, predict its absorption, distribution, metabolism, or excretion properties. Task type varies by dataset: regression for continuous measurements (e.g., permeability, clearance, half-life) or binary classification for categorical outcomes (e.g., BBB penetration, CYP inhibition). Dataset: rlm. (1) The drug is Cc1cc(C)nc(NC(=S)N2CCN(c3cccc(C(F)(F)F)c3)CC2)c1. The result is 0 (unstable in rat liver microsomes). (2) The drug is O=[N+]([O-])c1cnc(Sc2nc3ccccc3s2)s1. The result is 0 (unstable in rat liver microsomes). (3) The molecule is CS(=O)(=O)N1CCN(C(=O)c2cnc3ccc(F)cc3c2N2CCC3(CC2)Cc2ccccc2C3=O)CC1. The result is 1 (stable in rat liver microsomes). (4) The compound is N#CCC(c1ccccc1)c1c(-c2ccccc2)[nH]c2ccccc12. The result is 1 (stable in rat liver microsomes).